Dataset: Catalyst prediction with 721,799 reactions and 888 catalyst types from USPTO. Task: Predict which catalyst facilitates the given reaction. (1) Product: [OH:6][C@H:7]([CH2:13][C:14](=[O:15])[O-:16])[CH2:8][N+:9]([CH3:12])([CH3:10])[CH3:11]. Reactant: C(O)(C)C.Cl.[OH:6][C@H:7]([CH2:13][C:14](=[O:16])[O-:15])[CH2:8][N+:9]([CH3:12])([CH3:11])[CH3:10]. The catalyst class is: 6. (2) Reactant: [C:1](/[N:3]=[C:4](\SC)/[N:5]([C:7]1[CH:12]=[C:11]([Cl:13])[CH:10]=[C:9]([Cl:14])[CH:8]=1)[CH3:6])#[N:2].[NH2:17][NH2:18]. Product: [Cl:13][C:11]1[CH:12]=[C:7]([N:5]([CH3:6])[C:4]2[N:3]=[C:1]([NH2:2])[NH:18][N:17]=2)[CH:8]=[C:9]([Cl:14])[CH:10]=1. The catalyst class is: 8. (3) Reactant: C(OC([NH:8][C:9]1[N:14]=[C:13]([CH2:15][CH2:16][O:17][C:18]2[CH:40]=[CH:39][C:21]([CH2:22][C@@H:23]([C:35]([O:37]C)=[O:36])[NH:24][C:25]([C:27]3[C:32]([Cl:33])=[CH:31][CH:30]=[CH:29][C:28]=3[Cl:34])=[O:26])=[CH:20][CH:19]=2)[CH:12]=[CH:11][CH:10]=1)=O)(C)(C)C.C(O)(C(F)(F)F)=O.N. Product: [NH2:8][C:9]1[N:14]=[C:13]([CH2:15][CH2:16][O:17][C:18]2[CH:19]=[CH:20][C:21]([CH2:22][C@@H:23]([C:35]([OH:37])=[O:36])[NH:24][C:25]([C:27]3[C:28]([Cl:34])=[CH:29][CH:30]=[CH:31][C:32]=3[Cl:33])=[O:26])=[CH:39][CH:40]=2)[CH:12]=[CH:11][CH:10]=1. The catalyst class is: 61.